From a dataset of Reaction yield outcomes from USPTO patents with 853,638 reactions. Predict the reaction yield, written as a fraction of the theoretical maximum amount of product (1.0 means a 100% yield; for example, 0.34 means a 34% yield). The reactants are ClC(Cl)(O[C:5](=[O:11])OC(Cl)(Cl)Cl)Cl.Cl.CS([C:18]1[CH:19]=[C:20]([NH2:24])[CH:21]=[CH:22][CH:23]=1)(=O)=O.[N-]=C=O.ClC1C=CC(CC2CC3N(CC(N)C)C(CC3)C2)=CC=1. The catalyst is C(Cl)Cl. The product is [CH:22]12[CH2:23][CH2:18][CH:19]([CH:5]([OH:11])[CH2:21]1)[CH2:20][NH:24]2. The yield is 0.550.